Dataset: Catalyst prediction with 721,799 reactions and 888 catalyst types from USPTO. Task: Predict which catalyst facilitates the given reaction. (1) Reactant: [C:1]([O:5][C:6]([N:8]([C:14]1[CH:19]=[C:18]([F:20])[CH:17]=[C:16]([F:21])[CH:15]=1)[C@H:9]([C:11]([OH:13])=[O:12])[CH3:10])=[O:7])([CH3:4])([CH3:3])[CH3:2].[C:22]([O-])([O-])=O.[K+].[K+].COS(OC)(=O)=O.CCCCCCC. Product: [CH3:22][O:12][C:11](=[O:13])[C@H:9]([CH3:10])[N:8]([C:14]1[CH:15]=[C:16]([F:21])[CH:17]=[C:18]([F:20])[CH:19]=1)[C:6]([O:5][C:1]([CH3:2])([CH3:3])[CH3:4])=[O:7]. The catalyst class is: 56. (2) Reactant: Br[CH2:2][C:3]1[CH:8]=[CH:7][C:6]([C:9](=[O:27])[CH2:10][N:11]2[C:16](=[O:17])[CH:15]=[C:14]([O:18][CH2:19][C:20]3[CH:25]=[CH:24][C:23]([F:26])=[CH:22][N:21]=3)[CH:13]=[N:12]2)=[C:5]([CH3:28])[CH:4]=1.[NH:29]1[CH2:33][CH2:32][CH2:31][CH2:30]1. Product: [F:26][C:23]1[CH:24]=[CH:25][C:20]([CH2:19][O:18][C:14]2[CH:13]=[N:12][N:11]([CH2:10][C:9]([C:6]3[CH:7]=[CH:8][C:3]([CH2:2][N:29]4[CH2:33][CH2:32][CH2:31][CH2:30]4)=[CH:4][C:5]=3[CH3:28])=[O:27])[C:16](=[O:17])[CH:15]=2)=[N:21][CH:22]=1. The catalyst class is: 3. (3) Reactant: [Br:1][C:2]1[CH:7]=[CH:6][CH:5]=[CH:4][C:3]=1[OH:8].[CH2:9]([O:11][C:12](=[O:16])[C:13]#[C:14][CH3:15])[CH3:10].N12CCCN=C1CCCCC2. Product: [CH2:9]([O:11][C:12](=[O:16])/[CH:13]=[C:14](/[O:8][C:3]1[CH:4]=[CH:5][CH:6]=[CH:7][C:2]=1[Br:1])\[CH3:15])[CH3:10]. The catalyst class is: 7. (4) Reactant: [Cl-].O[NH3+:3].[C:4](=[O:7])([O-])[OH:5].[Na+].CS(C)=O.[F:13][C:14]1[CH:15]=[C:16]([C:44]2[C:45]([C:50]#[N:51])=[CH:46][CH:47]=[CH:48][CH:49]=2)[CH:17]=[CH:18][C:19]=1[CH2:20][C:21]1[C:22](=[O:43])[N:23]([C:33]2[CH:38]=[CH:37][C:36]([O:39][CH:40]([CH3:42])[CH3:41])=[CH:35][CH:34]=2)[C:24]2[N:25]([N:30]=[CH:31][N:32]=2)[C:26]=1[CH2:27][CH2:28][CH3:29]. Product: [F:13][C:14]1[CH:15]=[C:16]([C:44]2[CH:49]=[CH:48][CH:47]=[CH:46][C:45]=2[C:50]2[NH:3][C:4](=[O:7])[O:5][N:51]=2)[CH:17]=[CH:18][C:19]=1[CH2:20][C:21]1[C:22](=[O:43])[N:23]([C:33]2[CH:38]=[CH:37][C:36]([O:39][CH:40]([CH3:42])[CH3:41])=[CH:35][CH:34]=2)[C:24]2[N:25]([N:30]=[CH:31][N:32]=2)[C:26]=1[CH2:27][CH2:28][CH3:29]. The catalyst class is: 13. (5) Reactant: C([O:8][C:9]1[CH:14]=[CH:13][C:12]([C:15]2[N:16]=[C:17]([CH3:26])[O:18][C:19]=2[C:20]2[CH:25]=[CH:24][N:23]=[CH:22][CH:21]=2)=[CH:11][CH:10]=1)C1C=CC=CC=1.C([O-])=O.[NH4+]. Product: [CH3:26][C:17]1[O:18][C:19]([C:20]2[CH:25]=[CH:24][N:23]=[CH:22][CH:21]=2)=[C:15]([C:12]2[CH:11]=[CH:10][C:9]([OH:8])=[CH:14][CH:13]=2)[N:16]=1. The catalyst class is: 105. (6) Reactant: [CH2:1]([N:8]1[CH2:14][CH2:13][C:12]2[C:15](Cl)=[N:16][C:17]([CH2:19][C:20]3[CH:25]=[CH:24][CH:23]=[C:22](Cl)[CH:21]=3)=[N:18][C:11]=2[CH2:10][CH2:9]1)[C:2]1[CH:7]=[CH:6][CH:5]=[CH:4][CH:3]=1.[CH3:28][O-:29].[Na+]. Product: [CH2:19]([C:17]1[N:16]=[C:15]([O:29][CH3:28])[C:12]2[CH2:13][CH2:14][N:8]([CH2:1][C:2]3[CH:7]=[CH:6][CH:5]=[CH:4][CH:3]=3)[CH2:9][CH2:10][C:11]=2[N:18]=1)[C:20]1[CH:25]=[CH:24][CH:23]=[CH:22][CH:21]=1. The catalyst class is: 5. (7) Reactant: [NH2:1][C:2]1[N:10]=[CH:9][CH:8]=[CH:7][C:3]=1[C:4]([OH:6])=O.ON1C2C=CC=CC=2N=N1.CCN=C=NCCCN(C)C.[CH3:32][C:33]1[CH:47]=[CH:46][C:36]([S:37][C:38]2[CH:39]=[C:40]([CH:43]=[CH:44][CH:45]=2)[CH2:41][NH2:42])=[CH:35][CH:34]=1.C(=O)(O)[O-].[Na+]. Product: [CH3:32][C:33]1[CH:47]=[CH:46][C:36]([S:37][C:38]2[CH:39]=[C:40]([CH2:41][NH:42][C:4](=[O:6])[C:3]3[CH:7]=[CH:8][CH:9]=[N:10][C:2]=3[NH2:1])[CH:43]=[CH:44][CH:45]=2)=[CH:35][CH:34]=1. The catalyst class is: 3. (8) Reactant: C([Li])CCC.[OH:6][CH2:7][CH2:8][C:9]#[N:10].[C:11]12([CH2:22][C:21](=[O:23])[O:20][C:18](=[O:19])[CH2:17]1)[CH2:16][CH2:15][CH2:14][CH2:13][CH2:12]2. Product: [C:9]([CH2:8][CH2:7][O:6][C:21]([CH2:22][C:11]1([CH2:17][C:18]([OH:20])=[O:19])[CH2:16][CH2:15][CH2:14][CH2:13][CH2:12]1)=[O:23])#[N:10]. The catalyst class is: 1. (9) Reactant: [Br:1][C:2]1[CH:7]=[CH:6][C:5]([S:8]([NH:11][C:12]2[CH:17]=[CH:16][CH:15]=[CH:14][C:13]=2[C:18]([F:21])([F:20])[F:19])(=[O:10])=[O:9])=[CH:4][CH:3]=1.Br[CH2:23][CH:24]([CH3:26])[CH3:25].C([O-])([O-])=O.[K+].[K+]. Product: [Br:1][C:2]1[CH:3]=[CH:4][C:5]([S:8]([N:11]([CH2:23][CH:24]([CH3:26])[CH3:25])[C:12]2[CH:17]=[CH:16][CH:15]=[CH:14][C:13]=2[C:18]([F:21])([F:19])[F:20])(=[O:10])=[O:9])=[CH:6][CH:7]=1. The catalyst class is: 31.